Dataset: Full USPTO retrosynthesis dataset with 1.9M reactions from patents (1976-2016). Task: Predict the reactants needed to synthesize the given product. Given the product [NH2:1][C:2]1[N:3]=[C:4]([NH:17][CH:18]2[CH2:19][CH2:20][N:21]([C:24]([C:25]3[N:35]([CH3:36])[CH:34]=[N:33][CH:30]=3)=[O:32])[CH2:22][CH2:23]2)[S:5][C:6]=1[C:7]([C:9]1[C:10]([F:16])=[CH:11][CH:12]=[CH:13][C:14]=1[F:15])=[O:8], predict the reactants needed to synthesize it. The reactants are: [NH2:1][C:2]1[N:3]=[C:4]([NH:17][CH:18]2[CH2:23][CH2:22][N:21]([C:24](=[O:32])[C:25]3[CH:30]=CC(I)=CC=3)[CH2:20][CH2:19]2)[S:5][C:6]=1[C:7]([C:9]1[C:14]([F:15])=[CH:13][CH:12]=[CH:11][C:10]=1[F:16])=[O:8].[NH2:33][C:34]1[N:35]=[C:36](NC2CCNCC2)SC=1C(C1C(F)=CC=CC=1F)=O.Cl.CN1C(C(Cl)=O)=CN=C1.